Dataset: Catalyst prediction with 721,799 reactions and 888 catalyst types from USPTO. Task: Predict which catalyst facilitates the given reaction. Reactant: [CH2:1]([C:5]1[S:9][C:8]([S:10]([NH2:13])(=[O:12])=[O:11])=[C:7]([C:14]2[CH:19]=[CH:18][C:17]([CH2:20][N:21]3[N:25]=[N:24][CH:23]=[N:22]3)=[CH:16][CH:15]=2)[CH:6]=1)[CH:2]([CH3:4])[CH3:3].N1(C2C=CC=CN=2)CCCC1.Cl[C:38]([O:40][CH2:41][CH2:42][CH2:43][CH3:44])=[O:39].C(C1SC(S(NC(C)(C)C)(=O)=O)=C(C2C=CC(CN3N=NC=N3)=CC=2)C=1)C(C)C. The catalyst class is: 17. Product: [CH2:41]([O:40][C:38]([NH:13][S:10]([C:8]1[S:9][C:5]([CH2:1][CH:2]([CH3:4])[CH3:3])=[CH:6][C:7]=1[C:14]1[CH:19]=[CH:18][C:17]([CH2:20][N:21]2[N:25]=[N:24][CH:23]=[N:22]2)=[CH:16][CH:15]=1)(=[O:12])=[O:11])=[O:39])[CH2:42][CH2:43][CH3:44].